This data is from Catalyst prediction with 721,799 reactions and 888 catalyst types from USPTO. The task is: Predict which catalyst facilitates the given reaction. (1) Reactant: C(OC([N:8]1[CH2:12][CH2:11][CH2:10][C@@H:9]1[CH2:13][O:14][C:15]1[CH:20]=[CH:19][C:18]([NH:21][CH2:22][C:23]2[CH:28]=[CH:27][CH:26]=[CH:25][CH:24]=2)=[CH:17][CH:16]=1)=O)(C)(C)C.Cl. Product: [CH2:22]([NH:21][C:18]1[CH:19]=[CH:20][C:15]([O:14][CH2:13][C@H:9]2[CH2:10][CH2:11][CH2:12][NH:8]2)=[CH:16][CH:17]=1)[C:23]1[CH:24]=[CH:25][CH:26]=[CH:27][CH:28]=1. The catalyst class is: 459. (2) Reactant: [CH3:1][C:2]1[C:11]2[C:6](=[CH:7][C:8]([O:12]COCC[Si](C)(C)C)=[CH:9][CH:10]=2)[O:5][CH:4]([C:21]2[CH:35]=[CH:34][C:24]([O:25][CH2:26][CH2:27][N:28]3[CH2:33][CH2:32][CH2:31][CH2:30][CH2:29]3)=[CH:23][CH:22]=2)[C:3]=1[CH2:36][O:37][CH2:38][CH2:39][Si:40]([CH3:43])([CH3:42])[CH3:41].CCCC[N+](CCCC)(CCCC)CCCC.[F-]. Product: [CH3:1][C:2]1[C:11]2[C:6](=[CH:7][C:8]([OH:12])=[CH:9][CH:10]=2)[O:5][CH:4]([C:21]2[CH:35]=[CH:34][C:24]([O:25][CH2:26][CH2:27][N:28]3[CH2:33][CH2:32][CH2:31][CH2:30][CH2:29]3)=[CH:23][CH:22]=2)[C:3]=1[CH2:36][O:37][CH2:38][CH2:39][Si:40]([CH3:41])([CH3:43])[CH3:42]. The catalyst class is: 56. (3) Reactant: [NH:1]1[CH2:6][CH2:5][CH2:4][CH2:3][CH2:2]1.[S:7](N)([NH2:10])(=[O:9])=[O:8]. Product: [N:1]1([S:7]([NH2:10])(=[O:9])=[O:8])[CH2:6][CH2:5][CH2:4][CH2:3][CH2:2]1. The catalyst class is: 12. (4) Reactant: FC(F)(F)C([NH:5][C@H:6]1[CH2:10][C@@H:9]([C:11]2[CH:16]=[CH:15][CH:14]=[CH:13][CH:12]=2)[N:8]([CH2:17][CH:18]([CH3:20])[CH3:19])[C:7]1=[O:21])=O.C(=O)([O-])[O-].[K+].[K+]. Product: [NH2:5][C@H:6]1[CH2:10][C@@H:9]([C:11]2[CH:16]=[CH:15][CH:14]=[CH:13][CH:12]=2)[N:8]([CH2:17][CH:18]([CH3:19])[CH3:20])[C:7]1=[O:21]. The catalyst class is: 24. (5) Reactant: [Cl:1][C:2]1[C:3]([CH:26]=[CH2:27])=[C:4]([CH:9]=[C:10]([CH2:14][C:15]2[CH:20]=[CH:19][C:18]([N:21]3[CH:25]=[CH:24][CH:23]=[N:22]3)=[CH:17][CH:16]=2)[C:11]=1[O:12][CH3:13])[C:5]([O:7]C)=[O:6].O.O.[OH-].[Li+].Cl. Product: [Cl:1][C:2]1[C:3]([CH:26]=[CH2:27])=[C:4]([CH:9]=[C:10]([CH2:14][C:15]2[CH:20]=[CH:19][C:18]([N:21]3[CH:25]=[CH:24][CH:23]=[N:22]3)=[CH:17][CH:16]=2)[C:11]=1[O:12][CH3:13])[C:5]([OH:7])=[O:6]. The catalyst class is: 36. (6) Reactant: [NH2:1][C:2]1[CH:3]=[CH:4][C:5]([CH:11]2[CH2:16][CH2:15][N:14]([C:17]3[N:22]=[C:21]([Cl:23])[N:20]=[C:19]([C:24](O)=[O:25])[CH:18]=3)[CH2:13][CH2:12]2)=[N:6][C:7]=1[C:8](=[O:10])[NH2:9].[NH2:27][C@H:28]([CH3:31])[CH2:29][OH:30].C(P1(=O)OP(CCC)(=O)OP(CCC)(=O)O1)CC. Product: [NH2:1][C:2]1[CH:3]=[CH:4][C:5]([CH:11]2[CH2:16][CH2:15][N:14]([C:17]3[N:22]=[C:21]([Cl:23])[N:20]=[C:19]([C:24]([NH:27][C@H:28]([CH3:31])[CH2:29][OH:30])=[O:25])[CH:18]=3)[CH2:13][CH2:12]2)=[N:6][C:7]=1[C:8](=[O:10])[NH2:9]. The catalyst class is: 3.